This data is from Ames mutagenicity test results for genotoxicity prediction. The task is: Regression/Classification. Given a drug SMILES string, predict its toxicity properties. Task type varies by dataset: regression for continuous values (e.g., LD50, hERG inhibition percentage) or binary classification for toxic/non-toxic outcomes (e.g., AMES mutagenicity, cardiotoxicity, hepatotoxicity). Dataset: ames. (1) The drug is NNc1nncc2cccnc12. The result is 1 (mutagenic). (2) The compound is N#CC(O)c1ccccc1. The result is 0 (non-mutagenic).